This data is from Full USPTO retrosynthesis dataset with 1.9M reactions from patents (1976-2016). The task is: Predict the reactants needed to synthesize the given product. (1) Given the product [Cl:34][C:30]1[C:29]([F:35])=[C:28]([C:25]2[S:24][C:23]([CH2:22][N:11]3[C:10](=[O:13])[N:9]([CH2:14][C@H:15]([OH:20])[C:16]([F:18])([F:19])[F:17])[C:8]([C:5]4[CH:6]=[CH:7][C:2]([Cl:1])=[CH:3][CH:4]=4)=[N:12]3)=[N:27][CH:26]=2)[CH:33]=[CH:32][CH:31]=1, predict the reactants needed to synthesize it. The reactants are: [Cl:1][C:2]1[CH:7]=[CH:6][C:5]([C:8]2[N:9]([CH2:14][C@H:15]([OH:20])[C:16]([F:19])([F:18])[F:17])[C:10](=[O:13])[NH:11][N:12]=2)=[CH:4][CH:3]=1.Br[CH2:22][C:23]1[S:24][C:25]([C:28]2[CH:33]=[CH:32][CH:31]=[C:30]([Cl:34])[C:29]=2[F:35])=[CH:26][N:27]=1. (2) Given the product [CH3:3][NH:5][C:6]1[CH:7]=[C:8]([CH:13]=[C:14]([C:16]([F:17])([F:18])[F:19])[CH:15]=1)[C:9]([OH:11])=[O:10], predict the reactants needed to synthesize it. The reactants are: FC(F)(F)[C:3]([NH:5][C:6]1[CH:7]=[C:8]([CH:13]=[C:14]([C:16]([F:19])([F:18])[F:17])[CH:15]=1)[C:9]([O:11]C)=[O:10])=O.C[Si]([N-][Si](C)(C)C)(C)C.[K+].IC.[OH-].[Li+].Cl. (3) Given the product [CH3:36][O:35][C:31]1[CH:30]=[C:29]([C:25]2[C:24]3[N:23]([N:22]=[C:21]([NH:20][C:17]4[CH:18]=[CH:19][C:14]([CH:11]5[CH2:12][CH2:13][NH:8][CH2:9][CH2:10]5)=[CH:15][CH:16]=4)[N:37]=3)[CH:28]=[CH:27][CH:26]=2)[CH:34]=[CH:33][CH:32]=1, predict the reactants needed to synthesize it. The reactants are: C(OC([N:8]1[CH2:13][CH2:12][CH:11]([C:14]2[CH:19]=[CH:18][C:17]([NH:20][C:21]3[N:37]=[C:24]4[C:25]([C:29]5[CH:34]=[CH:33][CH:32]=[C:31]([O:35][CH3:36])[CH:30]=5)=[CH:26][CH:27]=[CH:28][N:23]4[N:22]=3)=[CH:16][CH:15]=2)[CH2:10][CH2:9]1)=O)(C)(C)C.FC(F)(F)C(O)=O. (4) Given the product [CH3:30][O:29][C:24]1[C:23]([C:15]2[NH:16][C:17]3[C:22]([C:14]=2[CH:11]2[CH2:12][CH2:13][NH:8][CH2:9][CH2:10]2)=[CH:21][CH:20]=[CH:19][CH:18]=3)=[CH:28][CH:27]=[CH:26][N:25]=1, predict the reactants needed to synthesize it. The reactants are: C([N:8]1[CH2:13][CH:12]=[C:11]([C:14]2[C:22]3[C:17](=[CH:18][CH:19]=[CH:20][CH:21]=3)[NH:16][C:15]=2[C:23]2[C:24]([O:29][CH3:30])=[N:25][CH:26]=[CH:27][CH:28]=2)[CH2:10][CH2:9]1)C1C=CC=CC=1.C([O-])=O.[NH4+]. (5) Given the product [CH3:14][NH:13][C:11](=[O:12])[C:10]1[CH:15]=[CH:16][CH:17]=[CH:18][C:9]=1[NH:8][C:6]1[C:5]([C:19]([F:22])([F:21])[F:20])=[CH:4][N:3]=[C:2]([NH:33][C:32]2[CH:31]=[CH:30][C:29]([N:23]3[CH2:28][CH2:27][O:26][CH2:25][CH2:24]3)=[CH:35][CH:34]=2)[CH:7]=1, predict the reactants needed to synthesize it. The reactants are: Cl[C:2]1[CH:7]=[C:6]([NH:8][C:9]2[CH:18]=[CH:17][CH:16]=[CH:15][C:10]=2[C:11]([NH:13][CH3:14])=[O:12])[C:5]([C:19]([F:22])([F:21])[F:20])=[CH:4][N:3]=1.[N:23]1([C:29]2[CH:35]=[CH:34][C:32]([NH2:33])=[CH:31][CH:30]=2)[CH2:28][CH2:27][O:26][CH2:25][CH2:24]1.Cl. (6) Given the product [Cl:22][C:20]1[CH:19]=[CH:18][C:17]([S:23]([CH2:26][CH3:27])(=[O:24])=[O:25])=[C:16]([CH2:15][N:11]2[C:10](=[O:28])[C:9]3[C:14](=[C:5]([C:2]#[N:3])[C:6]([CH2:33][N:34]4[CH2:39][CH2:38][CH2:37][C@H:36]([NH:40][CH3:41])[CH2:35]4)=[C:7]([C:29]([F:32])([F:30])[F:31])[CH:8]=3)[N:13]=[CH:12]2)[CH:21]=1, predict the reactants needed to synthesize it. The reactants are: [Cu][C:2]#[N:3].Br[C:5]1[C:6]([CH2:33][N:34]2[CH2:39][CH2:38][CH2:37][C@H:36]([NH:40][CH3:41])[CH2:35]2)=[C:7]([C:29]([F:32])([F:31])[F:30])[CH:8]=[C:9]2[C:14]=1[N:13]=[CH:12][N:11]([CH2:15][C:16]1[CH:21]=[C:20]([Cl:22])[CH:19]=[CH:18][C:17]=1[S:23]([CH2:26][CH3:27])(=[O:25])=[O:24])[C:10]2=[O:28].C(OCC)(=O)C. (7) Given the product [CH2:29]([O:28][C:26]([CH:25]1[CH2:31][CH2:32][CH2:33][N:23]([CH:16]2[CH2:17][N:14]([CH:1]([C:8]3[CH:13]=[CH:12][CH:11]=[CH:10][CH:9]=3)[C:2]3[CH:7]=[CH:6][CH:5]=[CH:4][CH:3]=3)[CH2:15]2)[CH2:24]1)=[O:27])[CH3:30], predict the reactants needed to synthesize it. The reactants are: [CH:1]([N:14]1[CH2:17][CH:16](OS(C)(=O)=O)[CH2:15]1)([C:8]1[CH:13]=[CH:12][CH:11]=[CH:10][CH:9]=1)[C:2]1[CH:7]=[CH:6][CH:5]=[CH:4][CH:3]=1.[NH:23]1[CH2:33][CH2:32][CH2:31][CH:25]([C:26]([O:28][CH2:29][CH3:30])=[O:27])[CH2:24]1.